This data is from Experimentally validated miRNA-target interactions with 360,000+ pairs, plus equal number of negative samples. The task is: Binary Classification. Given a miRNA mature sequence and a target amino acid sequence, predict their likelihood of interaction. (1) The miRNA is hsa-miR-155-5p with sequence UUAAUGCUAAUCGUGAUAGGGGUU. The protein sequence of the target gene is MAADKPADQGAEKHEGTGQSSGITDQEKELSTNAFQAFTSGNYDACLQHLACLQDINKDDYKIILNTAVAEFFKSNQTTTDNLRQTLNQLKNQVHSAVEEMDGLDDVENSMLYYNQAVILYHLRQYTEAISVGEKLYQFIEPFEEKFAQAVCFLLVDLYILTYQAEKALHLLAVLEKMISQGNNNKNGKNETGNNNNKDGSNHKAESGALIEAAKSKIHQYKVRAYIQMKSLKACKREIKSVMNTAGNSAPSLFLKSNFEYLRGNYRKAVKLLNSSNIAEHPGFMKTGECLRCMFWNNLG.... Result: 1 (interaction). (2) The miRNA is hsa-miR-2113 with sequence AUUUGUGCUUGGCUCUGUCAC. Result: 1 (interaction). The protein sequence of the target gene is MNSMNPMKPALPPAPHGDGSFAYESVPWQQSATQPAGSLSVVTTVWGVGNATQSQVLGNPMGPAGSPSGSSMMPGVAGGSSALTSPQCLGQQAFAEGGANKGYVQQGVYSRGGYPGAPGFTTGYAGGPGGLGLPSHAARPSTDFTQAAAAAAVAAAAATATATATATVAALQEKQSQELSQYGAMGAGQSFNSQFLQHGGPRGPSVPAGMNPTGIGGVMGPSGLSPLAMNPTRAAGMTPLYAGQRLPQHGYPGPPQAQPLPRQGVKRTYSEVYPGQQYLQGGQYAPSTAQFAPSPGQPPA....